Dataset: Forward reaction prediction with 1.9M reactions from USPTO patents (1976-2016). Task: Predict the product of the given reaction. (1) Given the reactants O[O:2][S:3]([O-:5])=O.[K+].[CH2:7]([O:9][C:10](=[O:27])/[C:11](/[C:19]1[CH:24]=[CH:23][C:22](SC)=[CH:21][CH:20]=1)=[CH:12]/[CH:13]1[CH2:18][CH2:17][CH2:16][CH2:15][CH2:14]1)[CH3:8].[CH3:28]C(C)=O, predict the reaction product. The product is: [CH2:7]([O:9][C:10](=[O:27])/[C:11](/[C:19]1[CH:24]=[CH:23][C:22]([S:3]([CH3:28])(=[O:5])=[O:2])=[CH:21][CH:20]=1)=[CH:12]/[CH:13]1[CH2:18][CH2:17][CH2:16][CH2:15][CH2:14]1)[CH3:8]. (2) Given the reactants [CH3:1][CH:2]([CH3:19])[CH2:3][C:4]([C:6]1[CH:18]=[CH:17][C:9]([C:10]([O:12][C:13]([CH3:16])([CH3:15])[CH3:14])=[O:11])=[CH:8][CH:7]=1)=O.[CH3:20][C:21]1[CH:22]=[N+:23]([O-])[C:24]2[C:29]([CH:30]=1)=[CH:28][CH:27]=[CH:26][CH:25]=2.C([N:35](C(C)C)CC)(C)C.F[P-](F)(F)(F)(F)F.Br[P+](N1CCCC1)(N1CCCC1)N1CCCC1, predict the reaction product. The product is: [CH3:1][CH:2]([CH3:19])[CH2:3][CH:4]([C:6]1[CH:18]=[CH:17][C:9]([C:10]([O:12][C:13]([CH3:16])([CH3:15])[CH3:14])=[O:11])=[CH:8][CH:7]=1)[NH:35][C:22]1[C:21]([CH3:20])=[CH:30][C:29]2[C:24](=[CH:25][CH:26]=[CH:27][CH:28]=2)[N:23]=1. (3) Given the reactants O[C:2]1[C:11]2[C:6](=[N:7][CH:8]=[CH:9][CH:10]=2)[N:5]([C:12]2[CH:17]=[CH:16][CH:15]=[CH:14][CH:13]=2)[C:4](=[O:18])[C:3]=1[C:19](=O)[CH:20]([C:23]1[CH:28]=[CH:27][CH:26]=[CH:25][CH:24]=1)[CH2:21][CH3:22].O.[NH2:31][NH2:32].C(=O)([O-])O.[Na+], predict the reaction product. The product is: [C:12]1([N:5]2[C:6]3[N:7]=[CH:8][CH:9]=[CH:10][C:11]=3[C:2]3[NH:31][N:32]=[C:19]([CH:20]([C:23]4[CH:28]=[CH:27][CH:26]=[CH:25][CH:24]=4)[CH2:21][CH3:22])[C:3]=3[C:4]2=[O:18])[CH:17]=[CH:16][CH:15]=[CH:14][CH:13]=1. (4) Given the reactants [C:1]1([CH:7]([C:9]2[O:13][C:12]([Si:14]([CH:21]([CH3:23])[CH3:22])([CH:18]([CH3:20])[CH3:19])[CH:15]([CH3:17])[CH3:16])=[N:11][CH:10]=2)O)[CH:6]=[CH:5][CH:4]=[CH:3][CH:2]=1.[N:24]([Si](C)(C)C)=[N+:25]=[N-:26].B(F)(F)F.CCOCC, predict the reaction product. The product is: [N:24]([CH:7]([C:1]1[CH:6]=[CH:5][CH:4]=[CH:3][CH:2]=1)[C:9]1[O:13][C:12]([Si:14]([CH:21]([CH3:23])[CH3:22])([CH:18]([CH3:20])[CH3:19])[CH:15]([CH3:17])[CH3:16])=[N:11][CH:10]=1)=[N+:25]=[N-:26]. (5) Given the reactants [Br:1][C:2]1[CH:3]=[N:4][CH:5]=[C:6]([CH:10]=1)C(O)=O.C1C=CC(P(N=[N+]=[N-])(C2C=CC=CC=2)=[O:18])=CC=1.C([N:30]([CH2:33]C)CC)C.[CH2:35]([OH:37])[CH3:36], predict the reaction product. The product is: [Br:1][C:2]1[CH:10]=[C:6]([NH:30][C:33](=[O:18])[O:37][CH2:35][CH3:36])[CH:5]=[N:4][CH:3]=1. (6) Given the reactants Cl.Cl.[F:3][C:4]([F:24])([F:23])[C:5]([C:11]1[CH:16]=[CH:15][C:14]([N:17]2[CH2:22][CH2:21][NH:20][CH2:19][CH2:18]2)=[CH:13][CH:12]=1)([OH:10])[C:6]([F:9])([F:8])[F:7].C([N:27](CC)CC)C.Cl[C:33]1[N:38]=[CH:37][C:36]([S:39](Cl)(=[O:41])=[O:40])=[CH:35][N:34]=1, predict the reaction product. The product is: [NH2:27][C:33]1[N:38]=[CH:37][C:36]([S:39]([N:20]2[CH2:21][CH2:22][N:17]([C:14]3[CH:13]=[CH:12][C:11]([C:5]([OH:10])([C:6]([F:9])([F:8])[F:7])[C:4]([F:3])([F:23])[F:24])=[CH:16][CH:15]=3)[CH2:18][CH2:19]2)(=[O:41])=[O:40])=[CH:35][N:34]=1. (7) The product is: [Cl:1][C:2]1[CH:3]=[C:4]2[C:8](=[CH:9][CH:10]=1)[N:7]([CH2:11][C:12]([OH:14])=[O:13])[C:6]([CH3:16])=[C:5]2[CH2:17][C:18]1[CH:23]=[CH:22][C:21](=[O:24])[N:20]([CH2:25][C:26]2[CH:31]=[CH:30][CH:29]=[C:28]([F:32])[C:27]=2[F:33])[CH:19]=1. Given the reactants [Cl:1][C:2]1[CH:3]=[C:4]2[C:8](=[CH:9][CH:10]=1)[N:7]([CH2:11][C:12]([O:14]C)=[O:13])[C:6]([CH3:16])=[C:5]2[CH2:17][C:18]1[CH:23]=[CH:22][C:21](=[O:24])[N:20]([CH2:25][C:26]2[CH:31]=[CH:30][CH:29]=[C:28]([F:32])[C:27]=2[F:33])[CH:19]=1.O.[OH-].[Li+], predict the reaction product. (8) Given the reactants [Br:1][C:2]1[CH:3]=[C:4]([C:9]2[CH:14]=[CH:13][C:12]([CH2:15][N:16]([CH3:29])[C:17]([C:19]3[C:27]4[C:22](=[CH:23][CH:24]=[CH:25][CH:26]=4)[N:21]([CH3:28])[CH:20]=3)=[O:18])=[CH:11][CH:10]=2)[CH:5]=[CH:6][C:7]=1[OH:8].Br[CH2:31][C:32]#[N:33].C(=O)([O-])[O-].[K+].[K+], predict the reaction product. The product is: [Br:1][C:2]1[CH:3]=[C:4]([C:9]2[CH:14]=[CH:13][C:12]([CH2:15][N:16]([CH3:29])[C:17]([C:19]3[C:27]4[C:22](=[CH:23][CH:24]=[CH:25][CH:26]=4)[N:21]([CH3:28])[CH:20]=3)=[O:18])=[CH:11][CH:10]=2)[CH:5]=[CH:6][C:7]=1[O:8][CH2:31][C:32]#[N:33]. (9) Given the reactants [NH:1]1[CH2:6][CH2:5][CH:4]([NH:7][S:8]([C:11]2[C:20]3[C:15](=[CH:16][CH:17]=[CH:18][CH:19]=3)[C:14]([NH:21][C:22](=[O:29])[C:23]3[CH:28]=[CH:27][CH:26]=[CH:25][CH:24]=3)=[CH:13][CH:12]=2)(=[O:10])=[O:9])[CH2:3][CH2:2]1.CCN(CC)CC.[N:37]([CH:40]([CH3:42])[CH3:41])=[C:38]=[O:39], predict the reaction product. The product is: [CH:40]([NH:37][C:38]([N:1]1[CH2:6][CH2:5][CH:4]([NH:7][S:8]([C:11]2[C:20]3[C:15](=[CH:16][CH:17]=[CH:18][CH:19]=3)[C:14]([NH:21][C:22](=[O:29])[C:23]3[CH:24]=[CH:25][CH:26]=[CH:27][CH:28]=3)=[CH:13][CH:12]=2)(=[O:10])=[O:9])[CH2:3][CH2:2]1)=[O:39])([CH3:42])[CH3:41]. (10) Given the reactants [CH2:1]([O:8][C:9]1[CH:14]=[CH:13][N:12]([CH2:15][C:16]2[CH:21]=[CH:20][CH:19]=[C:18]([F:22])[CH:17]=2)[C:11](=[O:23])[C:10]=1[C:24]#[C:25][Si](C)(C)C)[C:2]1[CH:7]=[CH:6][CH:5]=[CH:4][CH:3]=1.[F-], predict the reaction product. The product is: [CH2:1]([O:8][C:9]1[CH:14]=[CH:13][N:12]([CH2:15][C:16]2[CH:21]=[CH:20][CH:19]=[C:18]([F:22])[CH:17]=2)[C:11](=[O:23])[C:10]=1[C:24]#[CH:25])[C:2]1[CH:7]=[CH:6][CH:5]=[CH:4][CH:3]=1.